From a dataset of Reaction yield outcomes from USPTO patents with 853,638 reactions. Predict the reaction yield, written as a fraction of the theoretical maximum amount of product (1.0 means a 100% yield; for example, 0.34 means a 34% yield). (1) The reactants are Br[C:2]1[CH:3]=[C:4]([F:9])[C:5]([Cl:8])=[N:6][CH:7]=1.[Cl-].[Li+].[CH:12]([Mg]Cl)([CH3:14])[CH3:13].C(Br)C=C. The catalyst is C1COCC1.[Cu]I. The product is [CH2:14]([C:2]1[CH:3]=[C:4]([F:9])[C:5]([Cl:8])=[N:6][CH:7]=1)[CH:12]=[CH2:13]. The yield is 0.770. (2) The reactants are [F:1][CH2:2][CH2:3][C:4]1[CH:9]=[CH:8][C:7]([NH:10][C:11]([NH:13][C:14]2[CH:19]=[CH:18][C:17]([O:20][C:21]3[CH:26]=[CH:25][N:24]=[C:23]4[NH:27][N:28]=[CH:29][C:22]=34)=[CH:16][CH:15]=2)=[O:12])=[CH:6][C:5]=1[C:30]([F:33])([F:32])[F:31].[H-].[Na+].I[CH3:37].[Cl-].[NH4+]. The catalyst is CN(C=O)C. The product is [F:1][CH2:2][CH2:3][C:4]1[CH:9]=[CH:8][C:7]([NH:10][C:11]([NH:13][C:14]2[CH:15]=[CH:16][C:17]([O:20][C:21]3[CH:26]=[CH:25][N:24]=[C:23]4[N:27]([CH3:37])[N:28]=[CH:29][C:22]=34)=[CH:18][CH:19]=2)=[O:12])=[CH:6][C:5]=1[C:30]([F:33])([F:32])[F:31]. The yield is 0.500. (3) The catalyst is CC#N. The reactants are N12CCCN=C1CCCCC2.[Cl:12][C:13]1[CH:18]=[CH:17][C:16]([C:19](=[CH2:24])[C:20]([O:22][CH3:23])=[O:21])=[CH:15][CH:14]=1.[N+:25]([CH:28]([CH3:30])[CH3:29])([O-:27])=[O:26]. The yield is 0.987. The product is [Cl:12][C:13]1[CH:14]=[CH:15][C:16]([CH:19]([CH2:24][C:28]([CH3:30])([N+:25]([O-:27])=[O:26])[CH3:29])[C:20]([O:22][CH3:23])=[O:21])=[CH:17][CH:18]=1. (4) The reactants are [OH:1][C:2]1[CH:7]=[CH:6][N:5]=[C:4]([NH:8][C:9](=[O:15])[O:10][C:11]([CH3:14])([CH3:13])[CH3:12])[CH:3]=1.F[C:17]1[CH:22]=[CH:21][C:20]([N+:23]([O-:25])=[O:24])=[CH:19][C:18]=1[CH3:26].C([O-])([O-])=O.[K+].[K+]. The catalyst is CN(C=O)C. The product is [CH3:26][C:18]1[CH:19]=[C:20]([N+:23]([O-:25])=[O:24])[CH:21]=[CH:22][C:17]=1[O:1][C:2]1[CH:7]=[CH:6][N:5]=[C:4]([NH:8][C:9](=[O:15])[O:10][C:11]([CH3:12])([CH3:14])[CH3:13])[CH:3]=1. The yield is 0.300. (5) The yield is 1.00. The product is [CH3:1][CH:2]1[CH2:7][CH:6]([C:8]2[CH:17]=[CH:16][CH:15]=[C:14]3[C:9]=2[CH:10]=[CH:11][C:12]([CH3:18])=[N:13]3)[CH2:5][CH2:4][N:3]1[CH2:19][CH2:20][C:21]1[CH:30]=[CH:29][CH:28]=[C:27]2[C:22]=1[CH2:23][CH2:24][C:25]1[N:26]2[CH:31]=[N:32][C:33]=1[C:34]([OH:36])=[O:35]. No catalyst specified. The reactants are [CH3:1][CH:2]1[CH2:7][CH:6]([C:8]2[CH:17]=[CH:16][CH:15]=[C:14]3[C:9]=2[CH:10]=[CH:11][C:12]([CH3:18])=[N:13]3)[CH2:5][CH2:4][N:3]1[CH2:19][CH2:20][C:21]1[CH:30]=[CH:29][CH:28]=[C:27]2[C:22]=1[CH2:23][CH2:24][C:25]1[N:26]2[CH:31]=[N:32][C:33]=1[C:34]([O:36]CC)=[O:35].[OH-].[K+]. (6) The yield is 0.830. The reactants are [Cl:1][C:2]1[CH:10]=[C:9]([Cl:11])[CH:8]=[CH:7][C:3]=1[C:4](Cl)=[O:5].C(N(C(C)C)CC)(C)C.[F:21][C:22]([F:31])([F:30])[C:23]1[CH:28]=[CH:27][C:26]([NH2:29])=[CH:25][CH:24]=1. The catalyst is O1CCCC1. The product is [Cl:1][C:2]1[CH:10]=[C:9]([Cl:11])[CH:8]=[CH:7][C:3]=1[C:4]([NH:29][C:26]1[CH:27]=[CH:28][C:23]([C:22]([F:21])([F:30])[F:31])=[CH:24][CH:25]=1)=[O:5]. (7) The reactants are [C:1]([C:5]1[CH:10]=[CH:9][C:8]([CH2:11][C:12]#[N:13])=[CH:7][CH:6]=1)([CH3:4])([CH3:3])[CH3:2].C([O:16][C:17]([C:19]1[N:23]([CH3:24])[N:22]=[C:21]([CH3:25])[C:20]=1[CH3:26])=O)C.C(OCCOCCO)C.CO.C[O-].[Na+]. The catalyst is O.CCCCCCC. The product is [O:16]=[C:17]([C:19]1[N:23]([CH3:24])[N:22]=[C:21]([CH3:25])[C:20]=1[CH3:26])[CH:11]([C:8]1[CH:7]=[CH:6][C:5]([C:1]([CH3:4])([CH3:2])[CH3:3])=[CH:10][CH:9]=1)[C:12]#[N:13]. The yield is 0.858. (8) The reactants are [Cl:1][C:2]1[CH:11]=[C:10]2[C:5]([C:6]([OH:19])=[C:7]([C:13]3[O:17][N:16]=[C:15]([CH3:18])[CH:14]=3)[C:8](=[O:12])[NH:9]2)=[CH:4][C:3]=1[C:20]1[CH:25]=[CH:24][C:23]([N:26]([CH3:28])[CH3:27])=[CH:22][CH:21]=1.[OH-].[OH:30][CH2:31][CH2:32][N+:33]([CH3:36])([CH3:35])[CH3:34].O. The catalyst is CO. The product is [OH:30][CH2:31][CH2:32][N+:33]([CH3:36])([CH3:35])[CH3:34].[Cl:1][C:2]1[CH:11]=[C:10]2[C:5]([C:6]([O-:19])=[C:7]([C:13]3[O:17][N:16]=[C:15]([CH3:18])[CH:14]=3)[C:8](=[O:12])[NH:9]2)=[CH:4][C:3]=1[C:20]1[CH:25]=[CH:24][C:23]([N:26]([CH3:27])[CH3:28])=[CH:22][CH:21]=1. The yield is 0.635. (9) The reactants are [Cl-].O[NH3+:3].[C:4](=[O:7])([O-])[OH:5].[Na+].CS(C)=O.[CH3:13][CH:14]([C:16]1[CH:21]=[CH:20][C:19]([N:22]2[C:27](=[O:28])[C:26]([CH2:29][C:30]3[CH:35]=[CH:34][C:33]([C:36]4[C:37]([C:42]#[N:43])=[CH:38][CH:39]=[CH:40][CH:41]=4)=[CH:32][CH:31]=3)=[C:25]([CH2:44][CH2:45][CH3:46])[N:24]3[N:47]=[CH:48][N:49]=[C:23]23)=[CH:18][CH:17]=1)[CH3:15]. The catalyst is C(OCC)(=O)C. The product is [CH3:13][CH:14]([C:16]1[CH:17]=[CH:18][C:19]([N:22]2[C:27](=[O:28])[C:26]([CH2:29][C:30]3[CH:35]=[CH:34][C:33]([C:36]4[CH:41]=[CH:40][CH:39]=[CH:38][C:37]=4[C:42]4[NH:3][C:4](=[O:7])[O:5][N:43]=4)=[CH:32][CH:31]=3)=[C:25]([CH2:44][CH2:45][CH3:46])[N:24]3[N:47]=[CH:48][N:49]=[C:23]23)=[CH:20][CH:21]=1)[CH3:15]. The yield is 0.420.